This data is from Catalyst prediction with 721,799 reactions and 888 catalyst types from USPTO. The task is: Predict which catalyst facilitates the given reaction. (1) Reactant: [F:1][C:2]1([F:35])[CH2:5][CH:4]([CH2:6][O:7][CH2:8][C:9]2[CH:14]=[C:13]([C:15]([O:17]CC)=[CH2:16])[N:12]=[C:11]([NH:20][C:21]3[CH:26]=[CH:25][C:24]([N:27]4[CH:31]=[C:30]([CH3:32])[N:29]=[CH:28]4)=[C:23]([O:33][CH3:34])[CH:22]=3)[N:10]=2)[CH2:3]1.O.Cl. Product: [F:35][C:2]1([F:1])[CH2:5][CH:4]([CH2:6][O:7][CH2:8][C:9]2[N:10]=[C:11]([NH:20][C:21]3[CH:26]=[CH:25][C:24]([N:27]4[CH:31]=[C:30]([CH3:32])[N:29]=[CH:28]4)=[C:23]([O:33][CH3:34])[CH:22]=3)[N:12]=[C:13]([C:15](=[O:17])[CH3:16])[CH:14]=2)[CH2:3]1. The catalyst class is: 12. (2) Reactant: [F:1][C:2]([F:39])([F:38])[C:3]1[N:4]=[CH:5][C:6]2[CH2:11][N:10]([C@@H:12]3[CH2:17][C@H:16]([NH:18]C(=O)OCC4C=CC=CC=4)[C@@H:15]([C:29]4[CH:34]=[C:33]([F:35])[C:32]([F:36])=[CH:31][C:30]=4[F:37])[CH2:14][CH2:13]3)[CH2:9][C:7]=2[N:8]=1.C(C1C(=O)C(Cl)=C(Cl)C(=O)C=1C#N)#N. The catalyst class is: 12. Product: [F:39][C:2]([F:1])([F:38])[C:3]1[N:4]=[CH:5][C:6]2[C:7](=[CH:9][N:10]([C@@H:12]3[CH2:17][C@H:16]([NH2:18])[C@@H:15]([C:29]4[CH:34]=[C:33]([F:35])[C:32]([F:36])=[CH:31][C:30]=4[F:37])[CH2:14][CH2:13]3)[CH:11]=2)[N:8]=1. (3) Reactant: [CH2:1]([N:8](C)[CH2:9][CH2:10][O:11][C:12]1[CH:17]=[C:16]([C:18]2[CH:19]=[N:20][NH:21][CH:22]=2)[CH:15]=[CH:14][C:13]=1[NH:23][C:24]([CH:26]1[CH2:35][C:34]2[C:29](=[CH:30][CH:31]=[C:32]([O:36][CH3:37])[CH:33]=2)[O:28][CH2:27]1)=[O:25])C1C=CC=CC=1. Product: [CH3:1][NH:8][CH2:9][CH2:10][O:11][C:12]1[CH:17]=[C:16]([C:18]2[CH:19]=[N:20][NH:21][CH:22]=2)[CH:15]=[CH:14][C:13]=1[NH:23][C:24]([CH:26]1[CH2:35][C:34]2[C:29](=[CH:30][CH:31]=[C:32]([O:36][CH3:37])[CH:33]=2)[O:28][CH2:27]1)=[O:25]. The catalyst class is: 407. (4) Reactant: CS(O[CH2:6][CH2:7][CH2:8][N:9]1[CH2:17][C:16]2[C:11](=[CH:12][CH:13]=[C:14]([C:18]3[S:19][C:20]([CH:23]([O:26][CH3:27])[O:24][CH3:25])=[CH:21][CH:22]=3)[CH:15]=2)[C:10]1=[O:28])(=O)=O.[Na+].[I-:30]. Product: [CH3:25][O:24][CH:23]([O:26][CH3:27])[C:20]1[S:19][C:18]([C:14]2[CH:15]=[C:16]3[C:11](=[CH:12][CH:13]=2)[C:10](=[O:28])[N:9]([CH2:8][CH2:7][CH2:6][I:30])[CH2:17]3)=[CH:22][CH:21]=1. The catalyst class is: 21. (5) Reactant: [Br:1][C:2]1[C:7]([CH3:8])=[CH:6][C:5](Br)=[CH:4][N:3]=1.C([Mg]Cl)(C)C.C(OCC)C.[C:20](=[O:22])=[O:21]. Product: [Br:1][C:2]1[C:7]([CH3:8])=[CH:6][C:5]([C:20]([OH:22])=[O:21])=[CH:4][N:3]=1. The catalyst class is: 30.